This data is from Reaction yield outcomes from USPTO patents with 853,638 reactions. The task is: Predict the reaction yield, written as a fraction of the theoretical maximum amount of product (1.0 means a 100% yield; for example, 0.34 means a 34% yield). (1) The reactants are C(O)C.[CH:4]1[C:20]2[CH2:19][C@H:18]3[N:21]([CH2:23][CH2:24][C@@:10]45[C@H:17]3[CH:16]=[CH:15][C@H:13]([OH:14])[C@@H:11]4[O:12][C:8]([C:9]=25)=[C:6]([OH:7])[CH:5]=1)[CH3:22].OS(O)(=O)=O. The catalyst is [Ru].O. The product is [CH3:22][N:21]1[C@@H:18]2[CH2:19][C:20]3=[CH:4][CH:5]=[C:6]([OH:7])[C:8]4[O:12][C@H:11]5[C:13]([CH2:15][CH2:16][C@@H:17]2[C@:10]5([C:9]=43)[CH2:24][CH2:23]1)=[O:14]. The yield is 0.715. (2) The product is [ClH:1].[Cl:1][C:2]1[CH:3]=[C:4]([C:12]2[O:16][N:15]=[C:14]([C:17]3[C:18]([CH3:34])=[C:19]4[C:24](=[CH:25][CH:26]=3)[CH2:23][NH:22][CH2:21][CH2:20]4)[N:13]=2)[CH:5]=[CH:6][C:7]=1[O:8][CH:9]([CH3:11])[CH3:10]. The yield is 1.03. The catalyst is O1CCOCC1. The reactants are [Cl:1][C:2]1[CH:3]=[C:4]([C:12]2[O:16][N:15]=[C:14]([C:17]3[C:18]([CH3:34])=[C:19]4[C:24](=[CH:25][CH:26]=3)[CH2:23][N:22](C(OC(C)(C)C)=O)[CH2:21][CH2:20]4)[N:13]=2)[CH:5]=[CH:6][C:7]=1[O:8][CH:9]([CH3:11])[CH3:10].Cl. (3) The product is [CH:25]1[C:26]2[C:31](=[CH:30][CH:29]=[CH:28][CH:27]=2)[CH:32]=[C:23]([NH:20][C:21]2[O:13][C@:5]3([CH2:4][N:3]=2)[CH:10]2[CH2:9][CH2:8][N:7]([CH2:12][CH2:11]2)[CH2:6]3)[N:24]=1. The reactants are Cl.Cl.[NH2:3][CH2:4][C@@:5]1([OH:13])[CH:10]2[CH2:11][CH2:12][N:7]([CH2:8][CH2:9]2)[CH2:6]1.C([O-])([O-])=O.[Cs+].[Cs+].[N:20]([C:23]1[N:24]=[CH:25][C:26]2[C:31]([CH:32]=1)=[CH:30][CH:29]=[CH:28][CH:27]=2)=[C:21]=S.C(N=C=NC(C)C)(C)C. The yield is 0.580. The catalyst is CN(C)C=O.